Dataset: NCI-60 drug combinations with 297,098 pairs across 59 cell lines. Task: Regression. Given two drug SMILES strings and cell line genomic features, predict the synergy score measuring deviation from expected non-interaction effect. Drug 1: C1CN1P(=S)(N2CC2)N3CC3. Drug 2: CCN(CC)CCCC(C)NC1=C2C=C(C=CC2=NC3=C1C=CC(=C3)Cl)OC. Cell line: CCRF-CEM. Synergy scores: CSS=39.7, Synergy_ZIP=-2.03, Synergy_Bliss=-2.26, Synergy_Loewe=-1.91, Synergy_HSA=0.785.